Dataset: Reaction yield outcomes from USPTO patents with 853,638 reactions. Task: Predict the reaction yield, written as a fraction of the theoretical maximum amount of product (1.0 means a 100% yield; for example, 0.34 means a 34% yield). (1) The reactants are O1C=C(CN)N=C1.[CH3:8][N:9]1[C:13]([CH3:14])=[C:12]([CH2:15][NH2:16])[C:11]([CH3:17])=[N:10]1.[F:18][C:19]1[CH:40]=[CH:39][C:22]([CH2:23][N:24]2[CH2:28][CH2:27][N:26]([C:29]3[CH:30]=[C:31]([CH:35]=[CH:36][N:37]=3)[C:32](O)=[O:33])[C:25]2=[O:38])=[CH:21][CH:20]=1. No catalyst specified. The product is [F:18][C:19]1[CH:20]=[CH:21][C:22]([CH2:23][N:24]2[CH2:28][CH2:27][N:26]([C:29]3[CH:30]=[C:31]([CH:35]=[CH:36][N:37]=3)[C:32]([NH:16][CH2:15][C:12]3[C:11]([CH3:17])=[N:10][N:9]([CH3:8])[C:13]=3[CH3:14])=[O:33])[C:25]2=[O:38])=[CH:39][CH:40]=1. The yield is 0.670. (2) The yield is 0.440. The reactants are [CH2:1](SCCCC)[CH2:2]CC.[N:10]1[CH:15]=[CH:14][CH:13]=[CH:12][C:11]=1[Li].[CH3:17][C:18]1[C:26]2[C:22](=[CH:23][N:24]([CH2:27][O:28][CH2:29][CH2:30][Si:31]([CH3:34])([CH3:33])[CH3:32])[N:25]=2)[CH:21]=[C:20]([CH2:35][CH:36]=[CH:37][C:38]([O:40][CH2:41][CH3:42])=[O:39])[CH:19]=1. The product is [CH2:1]([C:13]1[CH:14]=[CH:15][N:10]=[C:11]([CH:36]([CH2:35][C:20]2[CH:19]=[C:18]([CH3:17])[C:26]3[C:22](=[CH:23][N:24]([CH2:27][O:28][CH2:29][CH2:30][Si:31]([CH3:32])([CH3:33])[CH3:34])[N:25]=3)[CH:21]=2)[CH2:37][C:38]([O:40][CH2:41][CH3:42])=[O:39])[CH:12]=1)[CH3:2]. The catalyst is CCOCC.